Dataset: Full USPTO retrosynthesis dataset with 1.9M reactions from patents (1976-2016). Task: Predict the reactants needed to synthesize the given product. (1) Given the product [F:12][C:9]1[CH:10]=[CH:11][C:6]([CH:5]=[CH:4][C:3]([OH:27])=[O:2])=[CH:7][C:8]=1[NH:13][C:14]([C:16]1[O:17][C:18]([C:21]2[CH:26]=[CH:25][CH:24]=[CH:23][CH:22]=2)=[CH:19][CH:20]=1)=[O:15], predict the reactants needed to synthesize it. The reactants are: C[O:2][C:3](=[O:27])[CH:4]=[CH:5][C:6]1[CH:11]=[CH:10][C:9]([F:12])=[C:8]([NH:13][C:14]([C:16]2[O:17][C:18]([C:21]3[CH:26]=[CH:25][CH:24]=[CH:23][CH:22]=3)=[CH:19][CH:20]=2)=[O:15])[CH:7]=1.CO.[OH-].[Na+]. (2) Given the product [Br:38][C:9]1[CH:10]=[C:11]([C:14]2[CH:15]=[CH:16][C:17]([CH2:20][N:21]([C:23]([C:25]3[C:29]4[CH:30]=[CH:31][CH:32]=[CH:33][C:28]=4[O:27][C:26]=3[CH2:34][CH2:35][CH2:36][CH3:37])=[O:24])[CH3:22])=[CH:18][CH:19]=2)[CH:12]=[CH:13][C:8]=1[O:7][CH2:6][C:5]([OH:39])=[O:4], predict the reactants needed to synthesize it. The reactants are: [OH-].[Na+].C[O:4][C:5](=[O:39])[CH2:6][O:7][C:8]1[CH:13]=[CH:12][C:11]([C:14]2[CH:19]=[CH:18][C:17]([CH2:20][N:21]([C:23]([C:25]3[C:29]4[CH:30]=[CH:31][CH:32]=[CH:33][C:28]=4[O:27][C:26]=3[CH2:34][CH2:35][CH2:36][CH3:37])=[O:24])[CH3:22])=[CH:16][CH:15]=2)=[CH:10][C:9]=1[Br:38].O.Cl. (3) Given the product [C:20]([N:6]1[C:5]2[CH:24]=[CH:25][C:2]([B:26]3[O:30][C:29]([CH3:32])([CH3:31])[C:28]([CH3:34])([CH3:33])[O:27]3)=[CH:3][C:4]=2[N:8]=[C:7]1[C:9]1[CH:14]=[CH:13][CH:12]=[CH:11][C:10]=1[N:15]1[CH:19]=[N:18][CH:17]=[N:16]1)([CH3:22])([CH3:21])[CH3:23], predict the reactants needed to synthesize it. The reactants are: Br[C:2]1[CH:25]=[CH:24][C:5]2[N:6]([C:20]([CH3:23])([CH3:22])[CH3:21])[C:7]([C:9]3[CH:14]=[CH:13][CH:12]=[CH:11][C:10]=3[N:15]3[CH:19]=[N:18][CH:17]=[N:16]3)=[N:8][C:4]=2[CH:3]=1.[B:26]1([B:26]2[O:30][C:29]([CH3:32])([CH3:31])[C:28]([CH3:34])([CH3:33])[O:27]2)[O:30][C:29]([CH3:32])([CH3:31])[C:28]([CH3:34])([CH3:33])[O:27]1.CC([O-])=O.[K+]. (4) Given the product [CH3:1][CH:2]1[CH2:7][CH2:6][CH2:5][CH2:4][CH:3]1[NH:8][C:9]1[C:10]2[N:11]([CH:18]=[CH:19][CH:20]=2)[N:12]=[CH:13][C:14]=1[C:15]([O:17][CH3:24])=[O:16], predict the reactants needed to synthesize it. The reactants are: [CH3:1][CH:2]1[CH2:7][CH2:6][CH2:5][CH2:4][CH:3]1[NH:8][C:9]1[C:10]2[N:11]([CH:18]=[CH:19][CH:20]=2)[N:12]=[CH:13][C:14]=1[C:15]([OH:17])=[O:16].CO.Cl.[CH3:24]N(C)CCCN=C=NCC.